From a dataset of Forward reaction prediction with 1.9M reactions from USPTO patents (1976-2016). Predict the product of the given reaction. (1) Given the reactants [NH:1]1[CH:5]=[N:4][CH:3]=[N:2]1.[Na].[F:7][C:8]1[CH:13]=[C:12]([F:14])[CH:11]=[CH:10][C:9]=1[C:15]1([C:18]([C:20]2[CH:25]=[CH:24][C:23]([I:26])=[CH:22][CH:21]=2)=[CH2:19])[CH2:17][O:16]1, predict the reaction product. The product is: [F:7][C:8]1[CH:13]=[C:12]([F:14])[CH:11]=[CH:10][C:9]=1[C:15]([OH:16])([C:18]([C:20]1[CH:21]=[CH:22][C:23]([I:26])=[CH:24][CH:25]=1)=[CH2:19])[CH2:17][N:1]1[CH:5]=[N:4][CH:3]=[N:2]1. (2) Given the reactants [F:1][C:2]([F:18])([C:9]([F:17])([F:16])[C:10]([F:15])([F:14])[CH:11]([F:13])[F:12])[CH2:3][CH:4]([C:7]#[N:8])[C:5]#[N:6].Br[CH2:20][C:21]#[CH:22].C(=O)([O-])[O-].[K+].[K+].Cl, predict the reaction product. The product is: [CH2:22]([C:4]([CH2:3][C:2]([F:18])([F:1])[C:9]([F:16])([F:17])[C:10]([F:14])([F:15])[CH:11]([F:13])[F:12])([C:7]#[N:8])[C:5]#[N:6])[C:21]#[CH:20].